This data is from Forward reaction prediction with 1.9M reactions from USPTO patents (1976-2016). The task is: Predict the product of the given reaction. (1) Given the reactants [Na].[CH3:2][O:3][CH2:4][CH2:5][CH2:6][O:7][C:8]1[CH:13]=[CH:12][N:11]=[C:10]([CH2:14][S:15]([C:17]2[NH:21][C:20]3[CH:22]=[CH:23][CH:24]=[CH:25][C:19]=3[N:18]=2)=[O:16])[C:9]=1[CH3:26].C([O-])(O)=O.[Na+].S(Cl)(Cl)(=O)=O.[C:37]1([CH3:61])[CH:42]=[CH:41][C:40]([S:43]([CH2:46][CH2:47][O:48][C:49](=[O:60])[C:50]2[CH:55]=[CH:54][CH:53]=[C:52]([S:56](Cl)(=[O:58])=[O:57])[CH:51]=2)(=[O:45])=[O:44])=[CH:39][CH:38]=1, predict the reaction product. The product is: [C:37]1([CH3:61])[CH:42]=[CH:41][C:40]([S:43]([CH2:46][CH2:47][O:48][C:49](=[O:60])[C:50]2[CH:55]=[CH:54][CH:53]=[C:52]([S:56]([N:21]3[C:20]4[CH:22]=[CH:23][CH:24]=[CH:25][C:19]=4[N:18]=[C:17]3[S:15]([CH2:14][C:10]3[C:9]([CH3:26])=[C:8]([O:7][CH2:6][CH2:5][CH2:4][O:3][CH3:2])[CH:13]=[CH:12][N:11]=3)=[O:16])(=[O:58])=[O:57])[CH:51]=2)(=[O:45])=[O:44])=[CH:39][CH:38]=1. (2) Given the reactants [C:1]([C:4]1[O:5][C:6]2[CH:13]=[CH:12][C:11]([O:14][CH3:15])=[C:10]([Cl:16])[C:7]=2[C:8]=1[NH2:9])(=[O:3])[CH3:2].[CH:17](=O)[C:18]1[CH:23]=[CH:22][CH:21]=[CH:20][CH:19]=1.[OH-].[Na+].O, predict the reaction product. The product is: [C:1]([C:4]1[O:5][C:6]2[CH:13]=[CH:12][C:11]([O:14][CH3:15])=[C:10]([Cl:16])[C:7]=2[C:8]=1[NH2:9])(=[O:3])[CH:2]=[CH:17][C:18]1[CH:23]=[CH:22][CH:21]=[CH:20][CH:19]=1.